Dataset: Full USPTO retrosynthesis dataset with 1.9M reactions from patents (1976-2016). Task: Predict the reactants needed to synthesize the given product. (1) Given the product [N:27]1([CH2:2][C:3]2([OH:1])[CH2:4][CH2:5][N:6]([C:9]3[CH:14]=[CH:13][C:12]([N:15]4[CH2:19][C@H:18]([CH2:20][NH:21][C:22](=[O:24])[CH3:23])[O:17][C:16]4=[O:25])=[CH:11][C:10]=3[F:26])[CH2:7][CH2:8]2)[CH2:32][CH2:31][NH:30][CH2:29][CH2:28]1, predict the reactants needed to synthesize it. The reactants are: [O:1]1[C:3]2([CH2:8][CH2:7][N:6]([C:9]3[CH:14]=[CH:13][C:12]([N:15]4[CH2:19][C@H:18]([CH2:20][NH:21][C:22](=[O:24])[CH3:23])[O:17][C:16]4=[O:25])=[CH:11][C:10]=3[F:26])[CH2:5][CH2:4]2)[CH2:2]1.[NH:27]1[CH2:32][CH2:31][NH:30][CH2:29][CH2:28]1. (2) Given the product [NH:1]1[C:5]2=[N:6][CH:7]=[CH:8][CH:9]=[C:4]2[C:3]([C:10]2[N:15]=[C:14]([NH:16][C@:17]([CH3:23])([CH2:21][CH3:22])[C:18]([NH:45][CH2:44][C:43]([F:47])([F:46])[F:42])=[O:19])[CH:13]=[CH:12][N:11]=2)=[CH:2]1, predict the reactants needed to synthesize it. The reactants are: [NH:1]1[C:5]2=[N:6][CH:7]=[CH:8][CH:9]=[C:4]2[C:3]([C:10]2[N:15]=[C:14]([NH:16][C@:17]([CH3:23])([CH2:21][CH3:22])[C:18](O)=[O:19])[CH:13]=[CH:12][N:11]=2)=[CH:2]1.C(P1(=O)OP(CCC)(=O)OP(CCC)(=O)O1)CC.[F:42][C:43]([F:47])([F:46])[CH2:44][NH2:45].C([O-])([O-])=O.[Na+].[Na+]. (3) Given the product [F:42][C:2]([F:1])([F:41])[C:3]1[CH:4]=[C:5]([C:13]([CH3:40])([CH3:39])[C:14]([N:16]([CH3:38])[C:17]2[CH:18]=[N:19][C:20](/[CH:30]=[CH:31]\[C:32]3[CH:33]=[CH:34][CH:35]=[CH:36][CH:37]=3)=[CH:21][C:22]=2[C:23]2[CH:28]=[CH:27][CH:26]=[CH:25][C:24]=2[CH3:29])=[O:15])[CH:6]=[C:7]([C:9]([F:10])([F:11])[F:12])[CH:8]=1, predict the reactants needed to synthesize it. The reactants are: [F:1][C:2]([F:42])([F:41])[C:3]1[CH:4]=[C:5]([C:13]([CH3:40])([CH3:39])[C:14]([N:16]([CH3:38])[C:17]2[CH:18]=[N:19][C:20]([C:30]#[C:31][C:32]3[CH:37]=[CH:36][CH:35]=[CH:34][CH:33]=3)=[CH:21][C:22]=2[C:23]2[CH:28]=[CH:27][CH:26]=[CH:25][C:24]=2[CH3:29])=[O:15])[CH:6]=[C:7]([C:9]([F:12])([F:11])[F:10])[CH:8]=1.C(N)CN. (4) Given the product [ClH:24].[S:20]1[CH:21]=[CH:22][N:23]=[C:19]1[C:17]1[NH:16][N:15]=[C:14]([CH:11]2[CH2:12][CH2:13][NH:8][CH2:9][CH2:10]2)[N:18]=1, predict the reactants needed to synthesize it. The reactants are: C(OC([N:8]1[CH2:13][CH2:12][CH:11]([C:14]2[N:18]=[C:17]([C:19]3[S:20][CH:21]=[CH:22][N:23]=3)[NH:16][N:15]=2)[CH2:10][CH2:9]1)=O)(C)(C)C.[ClH:24].CO. (5) The reactants are: [F:1][C:2]1[C:11]2=[CH:12][C:13]([F:15])=[CH:14][C:9]3=[C:10]2[C:4](=[N:5][NH:6][C:7]2[C:8]3=[CH:16][N:17]([CH3:26])[CH2:18][C:19]=2[C:20]2[CH2:21][CH2:22][NH:23][CH2:24][CH:25]=2)[CH:3]=1.C(N(CC)CC)C.Cl[CH2:35][C:36]([N:38]([CH3:40])[CH3:39])=[O:37]. Given the product [F:1][C:2]1[C:11]2=[CH:12][C:13]([F:15])=[CH:14][C:9]3=[C:10]2[C:4](=[N:5][NH:6][C:7]2[C:8]3=[CH:16][N:17]([CH3:26])[CH2:18][C:19]=2[C:20]2[CH2:21][CH2:22][N:23]([CH2:35][C:36]([N:38]([CH3:40])[CH3:39])=[O:37])[CH2:24][CH:25]=2)[CH:3]=1, predict the reactants needed to synthesize it. (6) The reactants are: [F:1][C:2]([F:42])([F:41])[C:3]1[CH:40]=[CH:39][C:6]([O:7][C:8]2[CH:13]=[CH:12][C:11](/[CH:14]=[CH:15]/[C:16]3[N:17]([CH2:29][C:30]4[CH:35]=[CH:34][C:33]([N+:36]([O-])=O)=[CH:32][CH:31]=4)[CH:18]=[C:19]([C:21]4[CH:26]=[CH:25][C:24]([Cl:27])=[CH:23][C:22]=4[Cl:28])[N:20]=3)=[CH:10][CH:9]=2)=[CH:5][CH:4]=1.Br[CH2:44][C:45]([O:47][CH3:48])=[O:46]. Given the product [CH3:48][O:47][C:45](=[O:46])[CH2:44][NH:36][C:33]1[CH:32]=[CH:31][C:30]([CH2:29][N:17]2[CH:18]=[C:19]([C:21]3[CH:26]=[CH:25][C:24]([Cl:27])=[CH:23][C:22]=3[Cl:28])[N:20]=[C:16]2/[CH:15]=[CH:14]/[C:11]2[CH:12]=[CH:13][C:8]([O:7][C:6]3[CH:39]=[CH:40][C:3]([C:2]([F:1])([F:42])[F:41])=[CH:4][CH:5]=3)=[CH:9][CH:10]=2)=[CH:35][CH:34]=1, predict the reactants needed to synthesize it. (7) Given the product [CH2:25]([N:8]([C:9]1[CH:14]=[C:13]([C:15]([F:18])([F:16])[F:17])[C:12]([Cl:19])=[C:11]([Cl:20])[N:10]=1)[CH2:7][C:2]1[CH:3]=[CH:4][CH:5]=[CH:6][N:1]=1)[CH:24]=[CH2:23], predict the reactants needed to synthesize it. The reactants are: [N:1]1[CH:6]=[CH:5][CH:4]=[CH:3][C:2]=1[CH2:7][NH:8][C:9]1[CH:14]=[C:13]([C:15]([F:18])([F:17])[F:16])[C:12]([Cl:19])=[C:11]([Cl:20])[N:10]=1.[H-].[Na+].[CH2:23](Br)[CH:24]=[CH2:25].O. (8) Given the product [Cl:40][C:21]1[C:22]2[CH2:31][CH2:30][N:29]([C:32]([O:34][C:35]([CH3:38])([CH3:37])[CH3:36])=[O:33])[CH2:28][C:23]=2[N:24]=[C:25]([CH3:27])[N:26]=1, predict the reactants needed to synthesize it. The reactants are: C1(P(C2C=CC=CC=2)C2C=CC=CC=2)C=CC=CC=1.O[C:21]1[C:22]2[CH2:31][CH2:30][N:29]([C:32]([O:34][C:35]([CH3:38])([CH3:37])[CH3:36])=[O:33])[CH2:28][C:23]=2[N:24]=[C:25]([CH3:27])[N:26]=1.C(Cl)(Cl)(Cl)[Cl:40]. (9) The reactants are: [S:1]1[CH:5]=[CH:4][N:3]=[C:2]1[CH2:6][C:7]1[CH2:12][CH2:11][N:10](C(OC(C)(C)C)=O)[CH2:9][CH:8]=1.[ClH:20]. Given the product [ClH:20].[NH:10]1[CH2:9][CH:8]=[C:7]([CH2:6][C:2]2[S:1][CH:5]=[CH:4][N:3]=2)[CH2:12][CH2:11]1, predict the reactants needed to synthesize it.